This data is from Catalyst prediction with 721,799 reactions and 888 catalyst types from USPTO. The task is: Predict which catalyst facilitates the given reaction. Reactant: C(N(CC)CC)C.[C:16](O[C:16]([O:18][C:19]([CH3:22])([CH3:21])[CH3:20])=[O:17])([O:18][C:19]([CH3:22])([CH3:21])[CH3:20])=[O:17].[NH2:23][C:24]1[CH:29]=[CH:28][C:27]([C:30]2[CH:35]=[CH:34][C:33]([OH:36])=[CH:32][CH:31]=2)=[CH:26][CH:25]=1. Product: [C:19]([O:18][C:16](=[O:17])[NH:23][C:24]1[CH:25]=[CH:26][C:27]([C:30]2[CH:35]=[CH:34][C:33]([OH:36])=[CH:32][CH:31]=2)=[CH:28][CH:29]=1)([CH3:20])([CH3:21])[CH3:22]. The catalyst class is: 3.